Predict the product of the given reaction. From a dataset of Forward reaction prediction with 1.9M reactions from USPTO patents (1976-2016). (1) Given the reactants Cl[C:2]1[N:7]=[C:6]([NH:8][C:9]2[CH:14]=[CH:13][C:12]3[O:15][CH2:16][CH2:17][O:18][C:11]=3[CH:10]=2)[C:5]([F:19])=[CH:4][N:3]=1.C(N(CC)C(C)C)(C)C.[CH2:29]([O:35][C:36]1[CH:42]=[CH:41][C:39]([NH2:40])=[CH:38][CH:37]=1)[CH2:30][CH2:31][CH2:32][CH2:33][CH3:34], predict the reaction product. The product is: [CH2:17]1[CH2:16][O:15][C:12]2[CH:13]=[CH:14][C:9]([NH:8][C:6]3[C:5]([F:19])=[CH:4][N:3]=[C:2]([NH:40][C:39]4[CH:38]=[CH:37][C:36]([O:35][CH2:29][CH2:30][CH2:31][CH2:32][CH2:33][CH3:34])=[CH:42][CH:41]=4)[N:7]=3)=[CH:10][C:11]=2[O:18]1. (2) The product is: [CH2:1]([O:3][C:4]([C:6]1[C:7]([OH:21])=[C:8]2[C:14]([C:15]3[CH:16]=[CH:17][CH:18]=[CH:19][CH:20]=3)=[N:13][O:12][C:9]2=[C:10]([Br:22])[N:11]=1)=[O:5])[CH3:2]. Given the reactants [CH2:1]([O:3][C:4]([C:6]1[C:7]([OH:21])=[C:8]2[C:14]([C:15]3[CH:20]=[CH:19][CH:18]=[CH:17][CH:16]=3)=[N:13][O:12][C:9]2=[CH:10][N:11]=1)=[O:5])[CH3:2].[Br:22]N1C(=O)CCC1=O, predict the reaction product. (3) Given the reactants C[CH2:2]/[C:3](/[CH3:25])=[CH:4]/[CH2:5][CH2:6]/[C:7](/[CH3:24])=[CH:8]/[CH2:9][CH2:10]/[C:11](/[CH3:23])=[CH:12]/[CH2:13][CH2:14]/[C:15](/[CH3:22])=[CH:16]/[CH2:17][CH2:18][C:19]([OH:21])=[O:20].[CH3:22][C:15]([CH2:14][CH2:13][CH:12]=[C:11]([CH3:23])[CH2:10][CH2:9][CH:8]=[C:7]([CH3:24])[CH2:6][CH2:5][CH:4]=[C:3]([CH3:25])[CH3:2])=[CH:16][CH2:17][CH2:18][C:19]([O:21]C)=[O:20].[OH:51][CH2:52][CH:53]([CH2:55]O)[OH:54].C(=O)([O-])[O-].[K+].[K+].CO, predict the reaction product. The product is: [CH3:22][C:15]([CH2:14][CH2:13][CH:12]=[C:11]([CH3:23])[CH2:10][CH2:9][CH:8]=[C:7]([CH3:24])[CH2:6][CH2:5][CH:4]=[C:3]([CH3:2])[CH3:25])=[CH:16][CH2:17][CH2:18][C:19]([O:21][CH2:55][CH:53]([CH2:52][OH:51])[OH:54])=[O:20]. (4) Given the reactants [C:1]([C:3]1[CH:4]=[CH:5][C:6]([O:28][CH3:29])=[C:7]([S:9]([N:12]([CH2:24][C:25](O)=[O:26])[CH2:13][CH2:14][C:15]2[CH:20]=[CH:19][C:18]([CH:21]([CH3:23])[CH3:22])=[CH:17][CH:16]=2)(=[O:11])=[O:10])[CH:8]=1)#[N:2].[NH:30]1[CH2:35][CH2:34][O:33][CH2:32][CH2:31]1.Cl.CN(C)CCCN=C=NCC.O, predict the reaction product. The product is: [C:1]([C:3]1[CH:4]=[CH:5][C:6]([O:28][CH3:29])=[C:7]([S:9]([N:12]([CH2:13][CH2:14][C:15]2[CH:20]=[CH:19][C:18]([CH:21]([CH3:23])[CH3:22])=[CH:17][CH:16]=2)[CH2:24][C:25]([N:30]2[CH2:35][CH2:34][O:33][CH2:32][CH2:31]2)=[O:26])(=[O:10])=[O:11])[CH:8]=1)#[N:2]. (5) Given the reactants [S:1]1[CH:5]=[CH:4][CH:3]=[C:2]1[CH2:6][C:7]1[CH:15]=[CH:14][CH:13]=[CH:12][C:8]=1[C:9]([OH:11])=O.[NH2:16][C@@H:17]1[C@H:21]2[O:22][CH2:23][C@H:24]([NH:25][C:26]([CH:28]3[CH2:30][CH2:29]3)=[O:27])[C@H:20]2[O:19][CH2:18]1, predict the reaction product. The product is: [CH:28]1([C:26]([NH:25][C@@H:24]2[C@H:20]3[O:19][CH2:18][C@H:17]([NH:16][C:9](=[O:11])[C:8]4[CH:12]=[CH:13][CH:14]=[CH:15][C:7]=4[CH2:6][C:2]4[S:1][CH:5]=[CH:4][CH:3]=4)[C@H:21]3[O:22][CH2:23]2)=[O:27])[CH2:29][CH2:30]1. (6) Given the reactants Cl[C:2]1[CH:7]=[C:6]([O:8][CH:9]2[CH2:18][CH2:17][C:16]3[CH:15]=[C:14]([C:19]([O:21][CH3:22])=[O:20])[CH:13]=[CH:12][C:11]=3[CH2:10]2)[CH:5]=[CH:4][N:3]=1.[H][H], predict the reaction product. The product is: [N:3]1[CH:4]=[CH:5][C:6]([O:8][CH:9]2[CH2:18][CH2:17][C:16]3[CH:15]=[C:14]([C:19]([O:21][CH3:22])=[O:20])[CH:13]=[CH:12][C:11]=3[CH2:10]2)=[CH:7][CH:2]=1. (7) Given the reactants [Cl:1][C:2]1[C:3]([CH3:27])=[C:4]([CH2:8][N:9]2[C:14]3[N:15]=[C:16]([N:18]4[CH2:23][CH2:22][O:21][CH2:20][CH2:19]4)[S:17][C:13]=3[C:12](=[O:24])[N:11]=[C:10]2[CH2:25][CH3:26])[CH:5]=[CH:6][CH:7]=1.C([O-])(=O)C.[Na+].[Br:33]Br, predict the reaction product. The product is: [Br:33][CH:25]([C:10]1[N:9]([CH2:8][C:4]2[CH:5]=[CH:6][CH:7]=[C:2]([Cl:1])[C:3]=2[CH3:27])[C:14]2[N:15]=[C:16]([N:18]3[CH2:19][CH2:20][O:21][CH2:22][CH2:23]3)[S:17][C:13]=2[C:12](=[O:24])[N:11]=1)[CH3:26]. (8) Given the reactants [C@@H:1]1([O:12][C:13]2[C:18]([CH2:19][C:20]3[CH:25]=[CH:24][C:23]([CH2:26][CH2:27][O:28]COC)=[CH:22][CH:21]=3)=[C:17]([CH3:32])[CH:16]=[C:15]([CH3:33])[N:14]=2)[O:9][C@H:8]([CH2:10][OH:11])[C@@H:6]([OH:7])[C@H:4]([OH:5])[C@H:2]1[OH:3].C[Si](C)(C)Br.C(=O)(O)[O-].[Na+], predict the reaction product. The product is: [C@@H:1]1([O:12][C:13]2[C:18]([CH2:19][C:20]3[CH:25]=[CH:24][C:23]([CH2:26][CH2:27][OH:28])=[CH:22][CH:21]=3)=[C:17]([CH3:32])[CH:16]=[C:15]([CH3:33])[N:14]=2)[O:9][C@H:8]([CH2:10][OH:11])[C@@H:6]([OH:7])[C@H:4]([OH:5])[C@H:2]1[OH:3]. (9) Given the reactants [Br:1][C:2]1[C:3]([C:13]2[CH:18]=[CH:17][CH:16]=[CH:15][CH:14]=2)=[CH:4][C:5]2[NH:10][C:9](=[O:11])[CH2:8][O:7][C:6]=2[N:12]=1.Br[CH2:20][C:21]#[N:22].C(=O)([O-])[O-].[K+].[K+], predict the reaction product. The product is: [Br:1][C:2]1[C:3]([C:13]2[CH:18]=[CH:17][CH:16]=[CH:15][CH:14]=2)=[CH:4][C:5]2[N:10]([CH2:20][C:21]#[N:22])[C:9](=[O:11])[CH2:8][O:7][C:6]=2[N:12]=1. (10) Given the reactants [CH3:1][S:2][CH2:3][N:4]1[C:9](=[O:10])[N:8]2[CH:11]=[N:12][C:13]([C:14]([OH:16])=O)=[C:7]2[N:6]=[N:5]1.C(N=C=NCCCN(C)C)C.[C:28]([NH:36][NH2:37])(=[O:35])[C:29]1[CH:34]=[CH:33][CH:32]=[CH:31][CH:30]=1, predict the reaction product. The product is: [C:28]([NH:36][NH:37][C:14]([C:13]1[N:12]=[CH:11][N:8]2[C:9](=[O:10])[N:4]([CH2:3][S:2][CH3:1])[N:5]=[N:6][C:7]=12)=[O:16])(=[O:35])[C:29]1[CH:34]=[CH:33][CH:32]=[CH:31][CH:30]=1.